Dataset: Full USPTO retrosynthesis dataset with 1.9M reactions from patents (1976-2016). Task: Predict the reactants needed to synthesize the given product. (1) Given the product [CH3:1][O:2][C:3]([C:5]1([N:13]([C:24](=[O:25])[CH2:23][C:17]2[CH:18]=[C:19]([CH3:22])[CH:20]=[CH:21][C:16]=2[CH3:15])[CH3:14])[CH2:10][CH2:9][N:8]([O:11][CH3:12])[CH2:7][CH2:6]1)=[O:4], predict the reactants needed to synthesize it. The reactants are: [CH3:1][O:2][C:3]([C:5]1([NH:13][CH3:14])[CH2:10][CH2:9][N:8]([O:11][CH3:12])[CH2:7][CH2:6]1)=[O:4].[CH3:15][C:16]1[CH:21]=[CH:20][C:19]([CH3:22])=[CH:18][C:17]=1[CH2:23][C:24](Cl)=[O:25].Cl. (2) The reactants are: [CH:1]1(/[C:4](/[C:10]2[N:15]=[C:14]3[O:16][CH:17]([C:20]4[CH:25]=[CH:24][C:23]([C:26]5[CH:31]=[C:30]([O:32][CH3:33])[CH:29]=[CH:28][C:27]=5[F:34])=[CH:22][CH:21]=4)[CH2:18][CH2:19][C:13]3=[CH:12][CH:11]=2)=[CH:5]/[C:6]([O:8][CH3:9])=[O:7])[CH2:3][CH2:2]1. Given the product [CH:1]1([CH:4]([C:10]2[N:15]=[C:14]3[O:16][CH:17]([C:20]4[CH:21]=[CH:22][C:23]([C:26]5[CH:31]=[C:30]([O:32][CH3:33])[CH:29]=[CH:28][C:27]=5[F:34])=[CH:24][CH:25]=4)[CH2:18][CH2:19][C:13]3=[CH:12][CH:11]=2)[CH2:5][C:6]([O:8][CH3:9])=[O:7])[CH2:2][CH2:3]1, predict the reactants needed to synthesize it. (3) Given the product [Cl:20][CH:18]1[CH2:19][N:15]([C:13]([CH:9]([CH:10]([CH3:11])[CH3:12])[CH2:8][NH:7][C:6](=[O:28])[C:56]2[CH:60]=[CH:61][C:53]([C:42]3[N:43]=[C:44]([N:46]4[CH2:47][CH2:48][N:49]([CH3:52])[CH2:50][CH2:51]4)[S:45][C:41]=3[F:40])=[CH:54][CH:55]=2)=[O:14])[CH:16]2[C:23]([O:24][CH3:25])([O:26][CH3:27])[CH2:22][O:21][CH:17]12, predict the reactants needed to synthesize it. The reactants are: C(O[C:6](=[O:28])[NH:7][CH2:8][CH:9]([C:13]([N:15]1[CH2:19][CH:18]([Cl:20])[CH:17]2[O:21][CH2:22][C:23]([O:26][CH3:27])([O:24][CH3:25])[CH:16]12)=[O:14])[CH:10]([CH3:12])[CH3:11])(C)(C)C.C(Cl)(=O)C.Cl.N1C=CC=C1.Cl.[F:40][C:41]1[S:45][C:44]([N:46]2[CH2:51][CH2:50][N:49]([CH3:52])[CH2:48][CH2:47]2)=[N:43][C:42]=1[C:53]1[CH:61]=[CH:60][C:56](C(O)=O)=[CH:55][CH:54]=1.CN(C(ON1N=NC2C=CC=NC1=2)=[N+](C)C)C.F[P-](F)(F)(F)(F)F. (4) Given the product [CH3:12][C:13]1[O:5][C:4](=[O:6])[C:3]2[CH:7]=[CH:8][N:9]=[CH:10][C:2]=2[N:1]=1.[CH3:26][C:25]1[O:24][C:21](=[O:23])[C:22]2[CH:17]=[CH:18][CH:19]=[N:20][C:12]=2[N:11]=1, predict the reactants needed to synthesize it. The reactants are: [NH2:1][C:2]1[CH:10]=[N:9][CH:8]=[CH:7][C:3]=1[C:4]([OH:6])=[O:5].[NH2:11][C:12]1[N:20]=[CH:19][CH:18]=[CH:17][C:13]=1C(O)=O.[C:21]([O:24][C:25](=O)[CH3:26])(=[O:23])[CH3:22].